Dataset: NCI-60 drug combinations with 297,098 pairs across 59 cell lines. Task: Regression. Given two drug SMILES strings and cell line genomic features, predict the synergy score measuring deviation from expected non-interaction effect. (1) Drug 1: C1CCN(CC1)CCOC2=CC=C(C=C2)C(=O)C3=C(SC4=C3C=CC(=C4)O)C5=CC=C(C=C5)O. Drug 2: C1CN1P(=S)(N2CC2)N3CC3. Cell line: SNB-75. Synergy scores: CSS=13.3, Synergy_ZIP=-4.27, Synergy_Bliss=-0.845, Synergy_Loewe=1.02, Synergy_HSA=1.17. (2) Drug 1: CC1=CC2C(CCC3(C2CCC3(C(=O)C)OC(=O)C)C)C4(C1=CC(=O)CC4)C. Synergy scores: CSS=3.14, Synergy_ZIP=9.19, Synergy_Bliss=11.5, Synergy_Loewe=2.23, Synergy_HSA=2.77. Drug 2: C1CC(=O)NC(=O)C1N2C(=O)C3=CC=CC=C3C2=O. Cell line: HOP-92. (3) Synergy scores: CSS=56.4, Synergy_ZIP=-3.94, Synergy_Bliss=-1.78, Synergy_Loewe=-3.36, Synergy_HSA=1.56. Drug 2: CC1CCCC2(C(O2)CC(NC(=O)CC(C(C(=O)C(C1O)C)(C)C)O)C(=CC3=CSC(=N3)C)C)C. Cell line: HCT-15. Drug 1: C1CCC(C(C1)N)N.C(=O)(C(=O)[O-])[O-].[Pt+4]. (4) Drug 1: CC1=C2C(C(=O)C3(C(CC4C(C3C(C(C2(C)C)(CC1OC(=O)C(C(C5=CC=CC=C5)NC(=O)OC(C)(C)C)O)O)OC(=O)C6=CC=CC=C6)(CO4)OC(=O)C)OC)C)OC. Drug 2: C1=NC(=NC(=O)N1C2C(C(C(O2)CO)O)O)N. Cell line: UACC-257. Synergy scores: CSS=22.7, Synergy_ZIP=6.56, Synergy_Bliss=7.86, Synergy_Loewe=-8.93, Synergy_HSA=4.35.